Dataset: Full USPTO retrosynthesis dataset with 1.9M reactions from patents (1976-2016). Task: Predict the reactants needed to synthesize the given product. (1) Given the product [OH:34][CH2:33][C:32]([NH:31][C:29]([C:18]1[C:16]2[C:15](=[N:14][CH:13]=[C:12]([C:6]3[C:5]4[C:9](=[CH:10][C:2]([Cl:1])=[CH:3][CH:4]=4)[N:8]([CH3:11])[N:7]=3)[N:17]=2)[NH:20][CH:19]=1)=[O:30])([CH3:36])[CH3:35], predict the reactants needed to synthesize it. The reactants are: [Cl:1][C:2]1[CH:10]=[C:9]2[C:5]([C:6]([C:12]3[N:17]=[C:16]4[C:18]([C:29]([NH:31][C:32]([CH3:36])([CH3:35])[CH2:33][OH:34])=[O:30])=[CH:19][N:20](COCC[Si](C)(C)C)[C:15]4=[N:14][CH:13]=3)=[N:7][N:8]2[CH3:11])=[CH:4][CH:3]=1.FC(F)(F)C(O)=O.C(N)CN. (2) Given the product [CH3:9][CH:5]([O:8][C:12]([CH3:13])=[O:11])[CH2:6][O:24][CH3:20], predict the reactants needed to synthesize it. The reactants are: [CH3:6][C:5]([OH:8])(C[C:5]([CH3:9])([OH:8])[CH2:6]C)[CH3:9].[OH:11][CH2:12][CH2:13]N1CCOCC1.[CH2:20]([OH:24])CCC. (3) Given the product [O:21]=[C:16]1[CH2:15][CH2:14][C:13]2[C:18](=[CH:19][CH:20]=[C:11]([C:8]3[CH:7]=[CH:6][C:5]([C:4]([F:3])([F:22])[F:23])=[CH:10][CH:9]=3)[CH:12]=2)[N:17]1[CH2:25][C:26]1[CH:27]=[C:28]([CH:34]=[CH:35][CH:36]=1)[C:29]([O:31][CH2:32][CH3:33])=[O:30], predict the reactants needed to synthesize it. The reactants are: [H-].[Na+].[F:3][C:4]([F:23])([F:22])[C:5]1[CH:10]=[CH:9][C:8]([C:11]2[CH:12]=[C:13]3[C:18](=[CH:19][CH:20]=2)[NH:17][C:16](=[O:21])[CH2:15][CH2:14]3)=[CH:7][CH:6]=1.Cl[CH2:25][C:26]1[CH:27]=[C:28]([CH:34]=[CH:35][CH:36]=1)[C:29]([O:31][CH2:32][CH3:33])=[O:30].